This data is from Reaction yield outcomes from USPTO patents with 853,638 reactions. The task is: Predict the reaction yield, written as a fraction of the theoretical maximum amount of product (1.0 means a 100% yield; for example, 0.34 means a 34% yield). (1) The reactants are [F:1][C:2]1[CH:3]=[C:4]2[C:9](=[CH:10][CH:11]=1)[N:8]=[CH:7][C:6]([C:12]1[CH:13]=[N:14][N:15]3[C:20]([NH2:21])=[CH:19][C:18]([CH:22]([NH:24][CH:25]4[CH2:30][CH2:29][O:28][CH2:27][CH2:26]4)[CH3:23])=[N:17][C:16]=13)=[CH:5]2.[H-].[Na+].Br[CH2:34][CH2:35][C:36]([O:38][C:39]([CH3:42])([CH3:41])[CH3:40])=[O:37]. The catalyst is CN(C=O)C. The product is [F:1][C:2]1[CH:3]=[C:4]2[C:9](=[CH:10][CH:11]=1)[N:8]=[CH:7][C:6]([C:12]1[CH:13]=[N:14][N:15]3[C:20]([NH:21][CH2:34][CH2:35][C:36]([O:38][C:39]([CH3:42])([CH3:41])[CH3:40])=[O:37])=[CH:19][C:18]([CH:22]([NH:24][CH:25]4[CH2:26][CH2:27][O:28][CH2:29][CH2:30]4)[CH3:23])=[N:17][C:16]=13)=[CH:5]2. The yield is 0.690. (2) The reactants are [CH2:1]([O:3][C:4]([C:6]1[N:7]=[C:8](I)[O:9][C:10]=1[C:11]1[CH:16]=[CH:15][C:14]([N:17]2[CH2:22][CH2:21][N:20]([C:23]([O:25][C:26]([CH3:29])([CH3:28])[CH3:27])=[O:24])[CH2:19][CH2:18]2)=[CH:13][CH:12]=1)=[O:5])[CH3:2].CC1(C)C(C)(C)OB([C:39]2[CH:44]=[CH:43][N:42]=[C:41]3[NH:45][CH:46]=[CH:47][C:40]=23)O1.C(=O)([O-])[O-].[Na+].[Na+]. The catalyst is C1(C)C=CC=CC=1.C(O)C.O.CCOC(C)=O.C1C=CC(P(C2C=CC=CC=2)C2C=CC=CC=2)=CC=1.C1C=CC(P(C2C=CC=CC=2)C2C=CC=CC=2)=CC=1.Cl[Pd]Cl. The product is [CH2:1]([O:3][C:4]([C:6]1[N:7]=[C:8]([C:39]2[CH:44]=[CH:43][N:42]=[C:41]3[NH:45][CH:46]=[CH:47][C:40]=23)[O:9][C:10]=1[C:11]1[CH:16]=[CH:15][C:14]([N:17]2[CH2:22][CH2:21][N:20]([C:23]([O:25][C:26]([CH3:29])([CH3:28])[CH3:27])=[O:24])[CH2:19][CH2:18]2)=[CH:13][CH:12]=1)=[O:5])[CH3:2]. The yield is 0.810. (3) The reactants are [NH2:1][C@H:2]([CH3:7])[C:3]([CH3:6])([OH:5])[CH3:4].Cl.N[C@@H](C)C(OC)=O.[Cl:16][C:17]1[C:24]([C:25]#[C:26][Si](C)(C)C)=[C:23](F)[CH:22]=[CH:21][C:18]=1[C:19]#[N:20].C1CCN2C(=NCCC2)CC1.C([O-])(O)=O.[Na+]. The catalyst is CN1C(=O)CCC1. The product is [Cl:16][C:17]1[C:18]([C:19]#[N:20])=[CH:21][CH:22]=[C:23]2[C:24]=1[CH:25]=[CH:26][N:1]2[C@@H:2]([C:3]([OH:5])([CH3:6])[CH3:4])[CH3:7]. The yield is 0.0700. (4) The reactants are [F:1][C:2]([F:37])([F:36])[O:3][C:4]1[CH:9]=[CH:8][C:7]([C:10]2[O:14][N:13]=[C:12]([CH:15]3[CH2:18][C:17]4([CH2:23][CH2:22][N:21]([C:24]([O:26]C5C=CC([N+]([O-])=O)=CC=5)=O)[CH2:20][CH2:19]4)[CH2:16]3)[N:11]=2)=[CH:6][CH:5]=1.[CH3:38][N:39]1[C:43]([NH2:44])=[N:42][N:41]=[N:40]1. No catalyst specified. The product is [CH3:38][N:39]1[C:43]([NH:44][C:24]([N:21]2[CH2:22][CH2:23][C:17]3([CH2:16][CH:15]([C:12]4[N:11]=[C:10]([C:7]5[CH:8]=[CH:9][C:4]([O:3][C:2]([F:37])([F:36])[F:1])=[CH:5][CH:6]=5)[O:14][N:13]=4)[CH2:18]3)[CH2:19][CH2:20]2)=[O:26])=[N:42][N:41]=[N:40]1. The yield is 0.270. (5) The reactants are C(OC(=O)[NH:7][CH2:8][C:9]1[CH:14]=[CH:13][CH:12]=[C:11]([C:15]2[CH:16]=[N:17][C:18]([C:21]([F:24])([F:23])[F:22])=[N:19][CH:20]=2)[CH:10]=1)(C)(C)C.FC(F)(F)C(O)=O. The catalyst is C(Cl)Cl. The product is [F:24][C:21]([F:22])([F:23])[C:18]1[N:17]=[CH:16][C:15]([C:11]2[CH:10]=[C:9]([CH:14]=[CH:13][CH:12]=2)[CH2:8][NH2:7])=[CH:20][N:19]=1. The yield is 0.890. (6) The reactants are [O:1]1C2(CCCCC2)[O:4][CH2:3][C@@H:2]1[C:11]1[N:15]=[C:14]([N:16]2[CH2:21][CH2:20][CH:19]([N:22]3[CH2:26][CH2:25][C@H:24]([NH:27][C:28]4[CH:33]=[CH:32][C:31]([S:34]([CH3:37])(=[O:36])=[O:35])=[CH:30][C:29]=4[F:38])[C:23]3=[O:39])[CH2:18][CH2:17]2)[S:13][N:12]=1.O.Cl. The yield is 0.870. The catalyst is C(O)C. The product is [OH:1][C@@H:2]([C:11]1[N:15]=[C:14]([N:16]2[CH2:21][CH2:20][CH:19]([N:22]3[CH2:26][CH2:25][C@H:24]([NH:27][C:28]4[CH:33]=[CH:32][C:31]([S:34]([CH3:37])(=[O:36])=[O:35])=[CH:30][C:29]=4[F:38])[C:23]3=[O:39])[CH2:18][CH2:17]2)[S:13][N:12]=1)[CH2:3][OH:4].